From a dataset of Acute oral toxicity (LD50) regression data from Zhu et al.. Regression/Classification. Given a drug SMILES string, predict its toxicity properties. Task type varies by dataset: regression for continuous values (e.g., LD50, hERG inhibition percentage) or binary classification for toxic/non-toxic outcomes (e.g., AMES mutagenicity, cardiotoxicity, hepatotoxicity). Dataset: ld50_zhu. (1) The drug is CCOC(=O)C1OC1(C)c1ccccc1. The rat oral LD50 is 1.58, given as -log10 of the dose in mol/kg body weight (higher means more acutely toxic). (2) The drug is CCCCCCCCCC(=O)OCCN1CCN(CCCN2c3ccccc3Sc3ccc(C(F)(F)F)cc32)CC1. The rat oral LD50 is 4.49, given as -log10 of the dose in mol/kg body weight (higher means more acutely toxic). (3) The drug is CNC(=O)ON=C1C(Cl)C2CC(C#N)C1C2. The rat oral LD50 is 4.10, given as -log10 of the dose in mol/kg body weight (higher means more acutely toxic). (4) The molecule is CC(C)OP(=O)(OC(C)C)SCc1ccccc1. The rat oral LD50 is 2.77, given as -log10 of the dose in mol/kg body weight (higher means more acutely toxic). (5) The compound is CNC(=O)Oc1ccc(NC(=O)C(F)(F)Cl)c(C)c1. The rat oral LD50 is 3.78, given as -log10 of the dose in mol/kg body weight (higher means more acutely toxic). (6) The drug is CCCCOC(=O)C1OC1C. The rat oral LD50 is 2.50, given as -log10 of the dose in mol/kg body weight (higher means more acutely toxic). (7) The compound is Cc1ccc2sc(C)nc2c1. The rat oral LD50 is 2.23, given as -log10 of the dose in mol/kg body weight (higher means more acutely toxic).